This data is from Reaction yield outcomes from USPTO patents with 853,638 reactions. The task is: Predict the reaction yield, written as a fraction of the theoretical maximum amount of product (1.0 means a 100% yield; for example, 0.34 means a 34% yield). (1) The reactants are C(OC(=O)[N:7]([C:29]1[CH:34]=[CH:33][C:32]([N:35]2[CH2:40][CH2:39][O:38][CH2:37][CH2:36]2)=[CH:31][CH:30]=1)[C:8]1[C:9]2[N:10]([N:26]=[CH:27][N:28]=2)[C:11]([C:14]2[CH:25]=[CH:24][C:17]3[C:18](=[O:23])[NH:19][S:20](=[O:22])(=[O:21])[C:16]=3[CH:15]=2)=[CH:12][N:13]=1)(C)(C)C. The catalyst is Cl.O1CCOCC1. The product is [N:35]1([C:32]2[CH:33]=[CH:34][C:29]([NH:7][C:8]3[C:9]4[N:10]([N:26]=[CH:27][N:28]=4)[C:11]([C:14]4[CH:25]=[CH:24][C:17]5[C:18](=[O:23])[NH:19][S:20](=[O:22])(=[O:21])[C:16]=5[CH:15]=4)=[CH:12][N:13]=3)=[CH:30][CH:31]=2)[CH2:40][CH2:39][O:38][CH2:37][CH2:36]1. The yield is 1.00. (2) The reactants are [CH:1]1[C:10]2[C:5](=[CH:6][CH:7]=[CH:8][CH:9]=2)[C:4]([C:11]2[CH:20]=[N:19][C:14]3[O:15][CH2:16][CH2:17][NH:18][C:13]=3[CH:12]=2)=[CH:3][N:2]=1.[Br:21][C:22]1[CH:23]=[C:24]([CH:28]=[C:29]([Br:33])[C:30]=1[O:31][CH3:32])[C:25](Cl)=[O:26].C(N(CC)CC)C.Cl. The catalyst is ClCCl. The product is [Br:21][C:22]1[CH:23]=[C:24]([C:25]([N:18]2[CH2:17][CH2:16][O:15][C:14]3[N:19]=[CH:20][C:11]([C:4]4[C:5]5[C:10](=[CH:9][CH:8]=[CH:7][CH:6]=5)[CH:1]=[N:2][CH:3]=4)=[CH:12][C:13]2=3)=[O:26])[CH:28]=[C:29]([Br:33])[C:30]=1[O:31][CH3:32]. The yield is 0.230. (3) The reactants are CN1CC[N:5]([C:8]2[CH:13]=C[C:11]([NH:14][C:15]3[C:16]4N(N=CN=4)C(C4C=C(C(N)=O)SC=4)=CN=3)=[CH:10][CH:9]=2)CC1.[Br:32][C:33]1[N:38]2[N:39]=[CH:40][N:41]=[C:37]2[C:36](Br)=[N:35][CH:34]=1.C([N:46](CC)C(C)C)(C)C.[CH2:52]([OH:55])[CH2:53]C.C[CH:57]([OH:59])[CH3:58]. The catalyst is CCOCC. The product is [Br:32][C:33]1[N:38]2[N:39]=[CH:40][N:41]=[C:37]2[C:36]([NH:5][C:8]2[CH:9]=[CH:10][C:11]([N:14]3[CH2:15][CH2:16][O:55][CH2:52][CH2:53]3)=[C:58]([CH:13]=2)[C:57]([NH2:46])=[O:59])=[N:35][CH:34]=1. The yield is 0.730. (4) The reactants are FC(F)(F)S(O[C:7]1[CH:12]=[CH:11][C:10]([N:13]2[C:18]3=[N:19][C:20]4[C:25]([Cl:26])=[CH:24][CH:23]=[C:22]([CH:27]([O:32][CH:33]([F:35])[F:34])[C:28]([F:31])([F:30])[F:29])[C:21]=4[N:17]3[CH2:16][CH2:15][CH2:14]2)=[C:9]([CH3:36])[N:8]=1)(=O)=O.[CH3:39][NH:40][CH3:41]. No catalyst specified. The product is [Cl:26][C:25]1[C:20]2[N:19]=[C:18]3[N:13]([C:10]4[CH:11]=[CH:12][C:7]([N:40]([CH3:41])[CH3:39])=[N:8][C:9]=4[CH3:36])[CH2:14][CH2:15][CH2:16][N:17]3[C:21]=2[C:22]([CH:27]([O:32][CH:33]([F:34])[F:35])[C:28]([F:29])([F:30])[F:31])=[CH:23][CH:24]=1. The yield is 0.670. (5) The catalyst is C1C=CC([P]([Pd]([P](C2C=CC=CC=2)(C2C=CC=CC=2)C2C=CC=CC=2)([P](C2C=CC=CC=2)(C2C=CC=CC=2)C2C=CC=CC=2)[P](C2C=CC=CC=2)(C2C=CC=CC=2)C2C=CC=CC=2)(C2C=CC=CC=2)C2C=CC=CC=2)=CC=1.CN(C=O)C. The reactants are Cl[C:2]1[N:3]=[CH:4][C:5]([C:8]([O:10][CH3:11])=[O:9])=[N:6][CH:7]=1.[F:12][C:13]([F:24])([F:23])[C:14]1[CH:19]=[CH:18][C:17](B(O)O)=[CH:16][CH:15]=1.C(=O)([O-])[O-].[Cs+].[Cs+]. The product is [CH3:11][O:10][C:8]([C:5]1[CH:4]=[N:3][C:2]([C:17]2[CH:18]=[CH:19][C:14]([C:13]([F:24])([F:23])[F:12])=[CH:15][CH:16]=2)=[CH:7][N:6]=1)=[O:9]. The yield is 0.270. (6) The reactants are [Cl:1][C:2]1[CH:3]=[C:4]([CH2:9][CH2:10][CH2:11][C:12]2[CH:13]=[C:14]3[C:23](=[CH:24][CH:25]=2)[NH:22][C:21]2[C:20]([C:26]([OH:28])=[O:27])=[CH:19][C:18]([N+:29]([O-])=O)=[CH:17][C:16]=2[O:15]3)[CH:5]=[CH:6][C:7]=1[Cl:8]. The catalyst is [Ni].C1COCC1. The product is [NH2:29][C:18]1[CH:19]=[C:20]([C:26]([OH:28])=[O:27])[C:21]2[NH:22][C:23]3[C:14]([O:15][C:16]=2[CH:17]=1)=[CH:13][C:12]([CH2:11][CH2:10][CH2:9][C:4]1[CH:5]=[CH:6][C:7]([Cl:8])=[C:2]([Cl:1])[CH:3]=1)=[CH:25][CH:24]=3. The yield is 0.160. (7) The reactants are [CH3:1][CH:2]1[CH2:7][N:6]([CH3:8])[CH2:5][CH2:4][N:3]1[C:9]1[CH:14]=[CH:13][N:12]=[CH:11][C:10]=1[N+:15]([O-])=O. The catalyst is CO.[Pd]. The product is [CH3:1][CH:2]1[CH2:7][N:6]([CH3:8])[CH2:5][CH2:4][N:3]1[C:9]1[CH:14]=[CH:13][N:12]=[CH:11][C:10]=1[NH2:15]. The yield is 0.910. (8) The reactants are [CH3:1][CH2:2][O:3][C:4]([C:6]1[NH:7][C:8]2[C:13]([CH:14]=1)=[CH:12][C:11]([C:15]([OH:17])=O)=[CH:10][CH:9]=2)=[O:5].F[B-](F)(F)F.N1(OC(N(C)C)=[N+](C)C)C2C=CC=CC=2N=N1.[N:40]1([CH:45]2[CH2:50][CH2:49][NH:48][CH2:47][CH2:46]2)[CH2:44][CH2:43][CH2:42][CH2:41]1.C(N(CC)C(C)C)(C)C. The catalyst is CN(C)C=O. The product is [CH2:2]([O:3][C:4]([C:6]1[NH:7][C:8]2[C:13]([CH:14]=1)=[CH:12][C:11]([C:15]([N:48]1[CH2:49][CH2:50][CH:45]([N:40]3[CH2:44][CH2:43][CH2:42][CH2:41]3)[CH2:46][CH2:47]1)=[O:17])=[CH:10][CH:9]=2)=[O:5])[CH3:1]. The yield is 0.670.